From a dataset of Catalyst prediction with 721,799 reactions and 888 catalyst types from USPTO. Predict which catalyst facilitates the given reaction. (1) Reactant: [Cl:1][C:2]1[CH:7]=[CH:6][CH:5]=[C:4]([Cl:8])[C:3]=1Br.[OH-].[Na+].[F:12][C:13]1[CH:14]=[CH:15][C:16]([O:22][CH3:23])=[C:17](B(O)O)[CH:18]=1. Product: [Cl:1][C:2]1[CH:7]=[CH:6][CH:5]=[C:4]([Cl:8])[C:3]=1[C:15]1[CH:14]=[C:13]([F:12])[CH:18]=[CH:17][C:16]=1[O:22][CH3:23]. The catalyst class is: 108. (2) Reactant: C([O:8][C:9](=O)[C:10]1[CH:15]=[C:14]([C:16]([F:19])([F:18])[F:17])[CH:13]=[C:12]([O:20][CH2:21][C:22]2[CH:27]=[CH:26][CH:25]=[CH:24][CH:23]=2)[CH:11]=1)C1C=CC=CC=1.[BH4-].[Li+]. Product: [CH2:21]([O:20][C:12]1[CH:11]=[C:10]([CH2:9][OH:8])[CH:15]=[C:14]([C:16]([F:17])([F:18])[F:19])[CH:13]=1)[C:22]1[CH:23]=[CH:24][CH:25]=[CH:26][CH:27]=1. The catalyst class is: 27. (3) Reactant: C(O[C:6]([N:8]1[C@H:17]([C:18](=[O:40])[NH:19][C@H:20]([C:36]([O:38]C)=[O:37])[CH2:21][C:22]2[CH:27]=[CH:26][C:25]([C:28]3[CH:33]=[CH:32][N:31]=[C:30]([CH3:34])[C:29]=3[CH3:35])=[CH:24][CH:23]=2)[CH2:16][C:15]2[CH:14]=[C:13]3[O:41][CH2:42][C@H:43]([C:45]4[CH:50]=[CH:49][C:48]([OH:51])=[CH:47][CH:46]=4)[O:44][C:12]3=[CH:11][C:10]=2[CH2:9]1)=[O:7])(C)(C)C.[CH3:52][C:53]1[CH:54]=[C:55]([CH:58]=[CH:59][C:60]=1[CH3:61])[CH2:56]Br.C(=O)([O-])[O-].[K+].[K+].C(Cl)CCl.[CH3:72][C:73]1[O:74][C:75]([CH3:81])=[C:76](C(O)=O)[N:77]=1. Product: [CH3:52][C:53]1[CH:54]=[C:55]([CH:58]=[CH:59][C:60]=1[CH3:61])[CH2:56][O:51][C:48]1[CH:47]=[CH:46][C:45]([C@H:43]2[CH2:42][O:41][C:13]3=[CH:14][C:15]4[CH2:16][C@@H:17]([C:18]([NH:19][C@@H:20]([CH2:21][C:22]5[CH:23]=[CH:24][C:25]([C:28]6[CH:33]=[CH:32][N:31]=[C:30]([CH3:34])[C:29]=6[CH3:35])=[CH:26][CH:27]=5)[C:36]([OH:38])=[O:37])=[O:40])[N:8]([C:6]([C:76]5[N:77]=[C:73]([CH3:72])[O:74][C:75]=5[CH3:81])=[O:7])[CH2:9][C:10]=4[CH:11]=[C:12]3[O:44]2)=[CH:50][CH:49]=1. The catalyst class is: 735. (4) Reactant: C([O:3][C:4](=[O:31])[CH2:5][C:6]1[C:7]([CH3:30])=[C:8]([S:19][C:20]2[CH:25]=[CH:24][C:23]([S:26]([CH3:29])(=[O:28])=[O:27])=[CH:22][CH:21]=2)[N:9]2[C:14]=1[CH:13]=[C:12]([C:15]([F:18])([F:17])[F:16])[CH:11]=[CH:10]2)C.C(O)C.O.[OH-].[Li+]. Product: [CH3:29][S:26]([C:23]1[CH:24]=[CH:25][C:20]([S:19][C:8]2[N:9]3[C:14]([CH:13]=[C:12]([C:15]([F:17])([F:18])[F:16])[CH:11]=[CH:10]3)=[C:6]([CH2:5][C:4]([OH:31])=[O:3])[C:7]=2[CH3:30])=[CH:21][CH:22]=1)(=[O:27])=[O:28]. The catalyst class is: 15. (5) Reactant: Br[CH2:2][C:3]([C:5]1[C:10]([CH3:11])=[CH:9][C:8]([O:12][C:13]2[CH:18]=[CH:17][C:16]([O:19][CH3:20])=[CH:15][N:14]=2)=[CH:7][C:6]=1[CH3:21])=O.[NH2:22][C:23]([NH2:25])=[S:24]. Product: [CH3:20][O:19][C:16]1[CH:17]=[CH:18][C:13]([O:12][C:8]2[CH:9]=[C:10]([CH3:11])[C:5]([C:3]3[N:22]=[C:23]([NH2:25])[S:24][CH:2]=3)=[C:6]([CH3:21])[CH:7]=2)=[N:14][CH:15]=1. The catalyst class is: 14.